From a dataset of Forward reaction prediction with 1.9M reactions from USPTO patents (1976-2016). Predict the product of the given reaction. (1) The product is: [CH2:28]([NH:31][C:32]([C@@H:34]1[C:38]([CH3:40])([CH3:39])[S:37][CH2:36][N:35]1[C:13](=[O:14])[C@@H:12]([OH:16])[C@@H:11]([NH:10][C:8]([C:7]1[C:6]([CH3:27])=[C:5]([O:4][C:1](=[O:3])[CH3:2])[CH:26]=[CH:25][CH:24]=1)=[O:9])[CH2:17][C:18]1[CH:23]=[CH:22][CH:21]=[CH:20][CH:19]=1)=[O:33])[CH:29]=[CH2:30]. Given the reactants [C:1]([O:4][C:5]1[C:6]([CH3:27])=[C:7]([CH:24]=[CH:25][CH:26]=1)[C:8]([NH:10][C@@H:11]([CH2:17][C:18]1[CH:23]=[CH:22][CH:21]=[CH:20][CH:19]=1)[C@H:12]([OH:16])[C:13](O)=[O:14])=[O:9])(=[O:3])[CH3:2].[CH2:28]([NH:31][C:32]([C@@H:34]1[C:38]([CH3:40])([CH3:39])[S:37][CH2:36][NH:35]1)=[O:33])[CH:29]=[CH2:30].O.C(N=C=NC(C)C)(C)C, predict the reaction product. (2) Given the reactants [N-:1]=[N+:2]=[N-:3].[Na+].Br[C:6]1[C:15]2[CH:14]=[N:13][C:12]([S:16][CH3:17])=[N:11][C:10]=2[N:9]([CH:18]2[CH2:22][CH2:21][CH2:20][CH2:19]2)[C:8](=[O:23])[CH:7]=1, predict the reaction product. The product is: [N:1]([C:6]1[C:15]2[CH:14]=[N:13][C:12]([S:16][CH3:17])=[N:11][C:10]=2[N:9]([CH:18]2[CH2:22][CH2:21][CH2:20][CH2:19]2)[C:8](=[O:23])[CH:7]=1)=[N+:2]=[N-:3].